The task is: Predict the reactants needed to synthesize the given product.. This data is from Full USPTO retrosynthesis dataset with 1.9M reactions from patents (1976-2016). (1) Given the product [Cl:1][C:2]1[CH:7]=[CH:6][C:5]([C:19]#[C:18][CH2:17][NH:16][C:9](=[O:10])[O:11][C:12]([CH3:14])([CH3:13])[CH3:15])=[CH:4][CH:3]=1, predict the reactants needed to synthesize it. The reactants are: [Cl:1][C:2]1[CH:7]=[CH:6][C:5](I)=[CH:4][CH:3]=1.[C:9]([NH:16][CH2:17][C:18]#[CH:19])([O:11][C:12]([CH3:15])([CH3:14])[CH3:13])=[O:10].C(N(CC)C(C)C)(C)C. (2) Given the product [Cl:21][C:10]1[C:9]2[C:4](=[CH:5][CH:6]=[C:7]([C:22]([C:30]3[CH:35]=[CH:34][C:33]([Cl:36])=[CH:32][CH:31]=3)([OH:29])[C:23]3[N:27]([CH3:28])[CH:26]=[N:25][CH:24]=3)[CH:8]=2)[N:3]=[C:2]([N:37]2[CH2:40][CH2:39][C:38]2=[O:41])[C:11]=1[O:12][C:13]1[CH:14]=[CH:15][C:16]([C:17]#[N:18])=[CH:19][CH:20]=1, predict the reactants needed to synthesize it. The reactants are: Cl[C:2]1[C:11]([O:12][C:13]2[CH:20]=[CH:19][C:16]([C:17]#[N:18])=[CH:15][CH:14]=2)=[C:10]([Cl:21])[C:9]2[C:4](=[CH:5][CH:6]=[C:7]([C:22]([C:30]3[CH:35]=[CH:34][C:33]([Cl:36])=[CH:32][CH:31]=3)([OH:29])[C:23]3[N:27]([CH3:28])[CH:26]=[N:25][CH:24]=3)[CH:8]=2)[N:3]=1.[NH:37]1[CH2:40][CH2:39][C:38]1=[O:41].C(=O)([O-])[O-].[Cs+].[Cs+].CC1(C)C2C=CC=C(P(C3C=CC=CC=3)C3C=CC=CC=3)C=2OC2C1=CC=CC=2P(C1C=CC=CC=1)C1C=CC=CC=1. (3) Given the product [NH2:17][C:15]1[N:14]=[CH:13][N:12]=[C:11]2[N:10]([CH:19]([C:21]3[C:22]([O:41][CH2:42][CH3:43])=[C:23]([C:30]4[CH:31]=[CH:32][C:33]([C:36]([N:38]([CH3:39])[CH3:40])=[O:37])=[N:34][CH:35]=4)[C:24]([C:28]#[N:29])=[C:25]([CH3:27])[CH:26]=3)[CH3:20])[N:9]=[C:8]([CH3:7])[C:16]=12, predict the reactants needed to synthesize it. The reactants are: C(=O)([O-])[O-].[Cs+].[Cs+].[CH3:7][C:8]1[C:16]2[C:11](=[N:12][CH:13]=[N:14][C:15]=2[NH2:17])[NH:10][N:9]=1.Cl[CH:19]([C:21]1[C:22]([O:41][CH2:42][CH3:43])=[C:23]([C:30]2[CH:31]=[CH:32][C:33]([C:36]([N:38]([CH3:40])[CH3:39])=[O:37])=[N:34][CH:35]=2)[C:24]([C:28]#[N:29])=[C:25]([CH3:27])[CH:26]=1)[CH3:20]. (4) Given the product [NH2:1][C@@H:4]([CH:40]([C:41]1[CH:46]=[CH:45][CH:44]=[C:43]([F:47])[CH:42]=1)[C:48]1[CH:53]=[CH:52][CH:51]=[C:50]([F:54])[CH:49]=1)[C:5]([NH:7][C:8]1[CH:38]=[CH:37][CH:36]=[C:35]([F:39])[C:9]=1[CH2:10][CH2:11][C@@H:12]1[N:17]([S:18]([C:21]2[CH:26]=[CH:25][CH:24]=[CH:23][CH:22]=2)(=[O:20])=[O:19])[C@@H:16]([CH3:27])[CH2:15][N:14]([C:28]([O:30][C:31]([CH3:32])([CH3:33])[CH3:34])=[O:29])[CH2:13]1)=[O:6], predict the reactants needed to synthesize it. The reactants are: [N:1]([C@@H:4]([CH:40]([C:48]1[CH:53]=[CH:52][CH:51]=[C:50]([F:54])[CH:49]=1)[C:41]1[CH:46]=[CH:45][CH:44]=[C:43]([F:47])[CH:42]=1)[C:5]([NH:7][C:8]1[CH:38]=[CH:37][CH:36]=[C:35]([F:39])[C:9]=1[CH2:10][CH2:11][C@@H:12]1[N:17]([S:18]([C:21]2[CH:26]=[CH:25][CH:24]=[CH:23][CH:22]=2)(=[O:20])=[O:19])[C@@H:16]([CH3:27])[CH2:15][N:14]([C:28]([O:30][C:31]([CH3:34])([CH3:33])[CH3:32])=[O:29])[CH2:13]1)=[O:6])=[N+]=[N-].CP(C)C. (5) Given the product [NH2:1][C:4]1[CH:21]=[CH:20][C:7]2[O:8][C:9]3[CH:17]=[C:16]([OH:18])[CH:15]=[C:14]([OH:19])[C:10]=3[C:11](=[O:13])[CH2:12][C:6]=2[CH:5]=1, predict the reactants needed to synthesize it. The reactants are: [N+:1]([C:4]1[CH:21]=[CH:20][C:7]2[O:8][C:9]3[CH:17]=[C:16]([OH:18])[CH:15]=[C:14]([OH:19])[C:10]=3[C:11](=[O:13])[CH2:12][C:6]=2[CH:5]=1)([O-])=O.[Sn](Cl)Cl.O. (6) Given the product [CH2:3]([O:7][C:8]1[CH:13]=[C:12](/[CH:14]=[C:15](\[O:20][CH3:21])/[C:16]([OH:18])=[O:17])[CH:11]=[CH:10][C:9]=1[C:22]1[CH:27]=[CH:26][CH:25]=[C:24]([N:28]([CH3:37])[C:29]([NH:31][CH2:32][CH2:33][CH2:34][CH2:35][CH2:36][CH2:41][CH3:42])=[O:30])[CH:23]=1)[CH2:4][CH2:5][CH3:6], predict the reactants needed to synthesize it. The reactants are: [OH-].[Na+].[CH2:3]([O:7][C:8]1[CH:13]=[C:12](/[CH:14]=[C:15](\[O:20][CH3:21])/[C:16]([O:18]C)=[O:17])[CH:11]=[CH:10][C:9]=1[C:22]1[CH:27]=[CH:26][CH:25]=[C:24]([N:28]([CH3:37])[C:29]([NH:31][CH2:32][CH2:33][CH2:34][CH2:35][CH3:36])=[O:30])[CH:23]=1)[CH2:4][CH2:5][CH3:6].Cl.O.O1CC[CH2:42][CH2:41]1. (7) Given the product [F:32][C:2]1([F:1])[CH2:4][CH:3]1[CH2:5][N:6]1[C:14]2[C:9](=[N:10][C:11]([C:15]3[CH2:16][CH:17]4[CH2:21][NH:20][CH2:19][CH:18]4[CH:29]=3)=[CH:12][CH:13]=2)[N:8]([CH3:30])[C:7]1=[O:31], predict the reactants needed to synthesize it. The reactants are: [F:1][C:2]1([F:32])[CH2:4][CH:3]1[CH2:5][N:6]1[C:14]2[C:9](=[N:10][C:11]([C:15]3[CH2:16][CH:17]4[CH2:21][N:20](C(OC(C)(C)C)=O)[CH2:19][CH:18]4[CH:29]=3)=[CH:12][CH:13]=2)[N:8]([CH3:30])[C:7]1=[O:31].FC(F)(F)C(O)=O. (8) The reactants are: [C:1]([C:4]1[CH:5]=[N:6][CH:7]=[CH:8][CH:9]=1)(=[O:3])[CH3:2].[O-]CC.[K+]. Given the product [OH:3][CH:1]([C:4]1[CH:5]=[N:6][CH:7]=[CH:8][CH:9]=1)[CH3:2], predict the reactants needed to synthesize it. (9) Given the product [CH2:1]([N:8]1[CH:12]=[C:11]([C:13]([OH:15])=[O:14])[C:10]([O:18][CH2:19][C:20]2[CH:25]=[CH:24][C:23]([O:26][CH2:27][C:28]3[N:29]=[C:30]([C:34]4[O:35][CH:36]=[CH:37][CH:38]=4)[O:31][C:32]=3[CH3:33])=[C:22]([O:39][CH2:40][C:41]3[CH:42]=[CH:43][CH:44]=[CH:45][CH:46]=3)[CH:21]=2)=[N:9]1)[C:2]1[CH:7]=[CH:6][CH:5]=[CH:4][CH:3]=1, predict the reactants needed to synthesize it. The reactants are: [CH2:1]([N:8]1[CH:12]=[C:11]([C:13]([O:15]CC)=[O:14])[C:10]([O:18][CH2:19][C:20]2[CH:25]=[CH:24][C:23]([O:26][CH2:27][C:28]3[N:29]=[C:30]([C:34]4[O:35][CH:36]=[CH:37][CH:38]=4)[O:31][C:32]=3[CH3:33])=[C:22]([O:39][CH2:40][C:41]3[CH:46]=[CH:45][CH:44]=[CH:43][CH:42]=3)[CH:21]=2)=[N:9]1)[C:2]1[CH:7]=[CH:6][CH:5]=[CH:4][CH:3]=1.O1CCCC1.[OH-].[Na+].Cl.